Task: Predict the reaction yield, written as a fraction of the theoretical maximum amount of product (1.0 means a 100% yield; for example, 0.34 means a 34% yield).. Dataset: Reaction yield outcomes from USPTO patents with 853,638 reactions (1) The reactants are [N:1]#[C:2]Br.[Br:4][C:5]1[CH:10]=[CH:9][C:8]([NH:11][C:12]2[C:13]([C:21]([NH:23][NH2:24])=[O:22])=[CH:14][N:15]([CH3:20])[C:16](=[O:19])[C:17]=2[F:18])=[C:7]([F:25])[CH:6]=1.C([O-])(O)=O.[Na+]. The catalyst is O1CCOCC1.O. The product is [NH2:1][C:2]1[O:22][C:21]([C:13]2[C:12]([NH:11][C:8]3[CH:9]=[CH:10][C:5]([Br:4])=[CH:6][C:7]=3[F:25])=[C:17]([F:18])[C:16](=[O:19])[N:15]([CH3:20])[CH:14]=2)=[N:23][N:24]=1. The yield is 0.890. (2) The reactants are [CH2:1]([C:5]1[O:6][C:7]2[CH:37]=[CH:36][CH:35]=[CH:34][C:8]=2[C:9]=1[CH2:10][C:11]1[CH:16]=[CH:15][C:14]([C:17]2[CH:22]=[CH:21][C:20]([O:23][CH2:24][CH2:25][CH2:26][C:27]3[CH:32]=[CH:31][CH:30]=[CH:29][CH:28]=3)=[C:19]([NH2:33])[CH:18]=2)=[CH:13][CH:12]=1)[CH2:2][CH2:3][CH3:4].C(N(C(C)C)CC)(C)C.Cl[C:48](=[O:54])[C:49]([O:51][CH2:52][CH3:53])=[O:50]. The catalyst is ClCCl.O. The product is [CH2:52]([O:51][C:49](=[O:50])[C:48]([NH:33][C:19]1[CH:18]=[C:17]([C:14]2[CH:13]=[CH:12][C:11]([CH2:10][C:9]3[C:8]4[CH:34]=[CH:35][CH:36]=[CH:37][C:7]=4[O:6][C:5]=3[CH2:1][CH2:2][CH2:3][CH3:4])=[CH:16][CH:15]=2)[CH:22]=[CH:21][C:20]=1[O:23][CH2:24][CH2:25][CH2:26][C:27]1[CH:32]=[CH:31][CH:30]=[CH:29][CH:28]=1)=[O:54])[CH3:53]. The yield is 0.770. (3) The reactants are C([NH:8][CH2:9][CH2:10][C:11]1[C:19]2[CH:18]=[CH:17][CH:16]=[CH:15][C:14]=2[N:13]2[CH2:20][CH2:21][N:22](CC3C=CC=CC=3)[CH2:23][CH2:24][C:12]=12)C1C=CC=CC=1.C([O-])=O.[NH4+]. The catalyst is CO.[Pd]. The product is [CH2:24]1[C:12]2=[C:11]([CH2:10][CH2:9][NH2:8])[C:19]3[CH:18]=[CH:17][CH:16]=[CH:15][C:14]=3[N:13]2[CH2:20][CH2:21][NH:22][CH2:23]1. The yield is 0.470.